Dataset: Forward reaction prediction with 1.9M reactions from USPTO patents (1976-2016). Task: Predict the product of the given reaction. (1) Given the reactants [F:1][C:2]([F:16])([F:15])[C:3]1[CH:4]=[C:5]([CH:8]=[C:9]([C:11]([F:14])([F:13])[F:12])[CH:10]=1)[CH2:6][NH2:7].[CH:17]([O:20][C:21]([N:23]1[CH2:29][CH2:28][CH2:27][C:26](=O)[C:25]2[N:31]=[C:32]([Cl:35])[CH:33]=[CH:34][C:24]1=2)=[O:22])([CH3:19])[CH3:18].[BH4-].[Na+].[OH-].[Na+].[C:40](OC(=O)C)(=[O:42])[CH3:41].N1C=CC=CC=1, predict the reaction product. The product is: [CH:17]([O:20][C:21]([N:23]1[CH2:29][CH2:28][CH2:27][CH:26]([N:7]([C:40](=[O:42])[CH3:41])[CH2:6][C:5]2[CH:4]=[C:3]([C:2]([F:15])([F:16])[F:1])[CH:10]=[C:9]([C:11]([F:14])([F:12])[F:13])[CH:8]=2)[C:25]2[N:31]=[C:32]([Cl:35])[CH:33]=[CH:34][C:24]1=2)=[O:22])([CH3:19])[CH3:18]. (2) Given the reactants [Br:1][C:2]1[CH:7]=[C:6]([F:8])[C:5]([N+:9]([O-])=O)=[CH:4][C:3]=1[Cl:12].CCO.Cl.C([O-])(O)=O.[Na+], predict the reaction product. The product is: [Br:1][C:2]1[C:3]([Cl:12])=[CH:4][C:5]([NH2:9])=[C:6]([F:8])[CH:7]=1. (3) Given the reactants [NH2:1][C:2]1[C:7]([NH:8][CH2:9][C:10](OCC)=[O:11])=[CH:6][CH:5]=[C:4]([O:15][CH2:16][C:17]2[CH:22]=[CH:21][C:20]([O:23][CH3:24])=[CH:19][CH:18]=2)[N:3]=1, predict the reaction product. The product is: [CH3:24][O:23][C:20]1[CH:21]=[CH:22][C:17]([CH2:16][O:15][C:4]2[CH:5]=[CH:6][C:7]3[N:8]=[CH:9][C:10](=[O:11])[NH:1][C:2]=3[N:3]=2)=[CH:18][CH:19]=1. (4) Given the reactants [CH3:1][O:2][C:3]([C:5]1[C:10]([NH:11][C:12]2[CH:17]=[CH:16][C:15]([Si:18]([CH3:21])([CH3:20])[CH3:19])=[CH:14][C:13]=2[F:22])=[N:9][C:8]([C:23]#[N:24])=[CH:7][N:6]=1)=[O:4], predict the reaction product. The product is: [CH3:1][O:2][C:3]([C:5]1[C:10]([NH:11][C:12]2[CH:17]=[CH:16][C:15]([Si:18]([CH3:19])([CH3:20])[CH3:21])=[CH:14][C:13]=2[F:22])=[N:9][C:8]([CH2:23][NH2:24])=[CH:7][N:6]=1)=[O:4]. (5) Given the reactants [S:1]1[C:5]2[CH:6]=[CH:7][CH:8]=[CH:9][C:4]=2[N:3]=[C:2]1[N:10](C(OC(C)(C)C)=O)[C:11]1[CH:40]=[CH:39][C:14]([O:15][C:16]2[C:17]([C:22]3([C:35](OC)=[O:36])[CH2:27][CH2:26][N:25]([C:28]([O:30][C:31]([CH3:34])([CH3:33])[CH3:32])=[O:29])[CH2:24][CH2:23]3)=[N:18][CH:19]=[CH:20][N:21]=2)=[CH:13][CH:12]=1.[H-].[H-].[H-].[H-].[Li+].[Al+3], predict the reaction product. The product is: [S:1]1[C:5]2[CH:6]=[CH:7][CH:8]=[CH:9][C:4]=2[N:3]=[C:2]1[NH:10][C:11]1[CH:12]=[CH:13][C:14]([O:15][C:16]2[C:17]([C:22]3([CH2:35][OH:36])[CH2:27][CH2:26][N:25]([C:28]([O:30][C:31]([CH3:34])([CH3:32])[CH3:33])=[O:29])[CH2:24][CH2:23]3)=[N:18][CH:19]=[CH:20][N:21]=2)=[CH:39][CH:40]=1. (6) Given the reactants [Br:1][C:2]1[C:3]([CH3:11])=[C:4]([CH:8]=[CH:9][CH:10]=1)[C:5](O)=[O:6].B, predict the reaction product. The product is: [Br:1][C:2]1[C:3]([CH3:11])=[C:4]([CH2:5][OH:6])[CH:8]=[CH:9][CH:10]=1. (7) Given the reactants [F:1][C:2]1([F:20])[O:19][C:6]2([CH2:11][CH2:10][N:9]([C:12]([O:14][C:15]([CH3:18])([CH3:17])[CH3:16])=[O:13])[CH2:8][CH2:7]2)[CH2:5][NH:4][CH2:3]1.C([O-])([O-])=O.[K+].[K+].Br[CH2:28][C:29]#[C:30][CH3:31], predict the reaction product. The product is: [CH2:28]([N:4]1[CH2:3][C:2]([F:1])([F:20])[O:19][C:6]2([CH2:7][CH2:8][N:9]([C:12]([O:14][C:15]([CH3:16])([CH3:17])[CH3:18])=[O:13])[CH2:10][CH2:11]2)[CH2:5]1)[C:29]#[C:30][CH3:31]. (8) Given the reactants C([O:8][C:9]1[CH:14]=[CH:13][C:12]([N:15]2[C:19]([CH3:20])=[C:18]([C:21]([NH:23][C@H:24]3[CH2:29][CH2:28][CH2:27][CH2:26][C@H:25]3[N:30]([CH3:32])[CH3:31])=[O:22])[N:17]=[C:16]2[C:33]2[CH:38]=[CH:37][C:36]([Cl:39])=[CH:35][C:34]=2[Cl:40])=[CH:11][CH:10]=1)C1C=CC=CC=1.CSC.B(F)(F)F.O, predict the reaction product. The product is: [Cl:40][C:34]1[CH:35]=[C:36]([Cl:39])[CH:37]=[CH:38][C:33]=1[C:16]1[N:15]([C:12]2[CH:13]=[CH:14][C:9]([OH:8])=[CH:10][CH:11]=2)[C:19]([CH3:20])=[C:18]([C:21]([NH:23][C@H:24]2[CH2:29][CH2:28][CH2:27][CH2:26][C@H:25]2[N:30]([CH3:31])[CH3:32])=[O:22])[N:17]=1. (9) Given the reactants C([C:8]1[NH:9][CH:10]=[CH:11][N:12]=1)([C:8]1[NH:9][CH:10]=[CH:11][N:12]=1)=O.[Cl:13][C:14]1[CH:33]=[CH:32][CH:31]=[C:30]([Cl:34])[C:15]=1[CH2:16][C:17]1[N:22]=[C:21]([C:23]2[S:27][C:26]([NH2:28])=[N:25][C:24]=2[CH3:29])[CH:20]=[CH:19][N:18]=1.CN([CH:38]=[O:39])C, predict the reaction product. The product is: [Cl:13][C:14]1[CH:33]=[CH:32][CH:31]=[C:30]([Cl:34])[C:15]=1[CH2:16][C:17]1[N:22]=[C:21]([C:23]2[S:27][C:26]([NH:28][C:38]([N:9]3[CH:10]=[CH:11][N:12]=[CH:8]3)=[O:39])=[N:25][C:24]=2[CH3:29])[CH:20]=[CH:19][N:18]=1. (10) Given the reactants [N:1]1([C:7]2[N:12]=[C:11]([N:13]3[CH:18]4[CH2:19][CH2:20][CH:14]3[CH2:15][O:16][CH2:17]4)[N:10]=[C:9]([C:21]3[CH:27]=[CH:26][C:24]([NH2:25])=[CH:23][CH:22]=3)[N:8]=2)[CH2:6][CH2:5][O:4][CH2:3][CH2:2]1.ClC(Cl)(O[C:32](=[O:38])OC(Cl)(Cl)Cl)Cl.[CH:40]([NH2:43])([CH3:42])[CH3:41], predict the reaction product. The product is: [CH:40]([NH:43][C:32]([NH:25][C:24]1[CH:26]=[CH:27][C:21]([C:9]2[N:8]=[C:7]([N:1]3[CH2:2][CH2:3][O:4][CH2:5][CH2:6]3)[N:12]=[C:11]([N:13]3[CH:14]4[CH2:20][CH2:19][CH:18]3[CH2:17][O:16][CH2:15]4)[N:10]=2)=[CH:22][CH:23]=1)=[O:38])([CH3:42])[CH3:41].